Dataset: Catalyst prediction with 721,799 reactions and 888 catalyst types from USPTO. Task: Predict which catalyst facilitates the given reaction. (1) The catalyst class is: 232. Reactant: [OH:1][C:2]1[CH:15]=[CH:14][C:5]([C:6]([C:8]2[CH:13]=[CH:12][CH:11]=[CH:10][CH:9]=2)=[O:7])=[CH:4][CH:3]=1.[C:16]([C:25]1[CH:30]=[CH:29][C:28]([OH:31])=[CH:27][CH:26]=1)([C:19]1[CH:24]=[CH:23][CH:22]=[CH:21][CH:20]=1)([CH3:18])[CH3:17].C(N(CC)CC)C.[OH-].[Na+].C(Cl)(Cl)=O. Product: [C:6]([C:8]1[CH:13]=[CH:12][CH:11]=[CH:10][CH:9]=1)(=[O:7])[C:5]1[CH:14]=[CH:15][CH:2]=[CH:3][CH:4]=1.[CH3:17][C:16]([C:19]1[CH:24]=[CH:23][C:22]([OH:1])=[CH:21][CH:20]=1)([C:25]1[CH:26]=[CH:27][C:28]([OH:31])=[CH:29][CH:30]=1)[CH3:18]. (2) Reactant: [CH2:1]([O:8][C:9]1[CH:16]=[CH:15][C:14]([OH:17])=[CH:13][C:10]=1[CH:11]=[O:12])[C:2]1[CH:7]=[CH:6][CH:5]=[CH:4][CH:3]=1.CN(C)C=O.[H-].[Na+].[CH3:25][O:26][CH2:27]Cl. Product: [CH2:1]([O:8][C:9]1[CH:16]=[CH:15][C:14]([O:17][CH2:25][O:26][CH3:27])=[CH:13][C:10]=1[CH:11]=[O:12])[C:2]1[CH:3]=[CH:4][CH:5]=[CH:6][CH:7]=1. The catalyst class is: 6. (3) Reactant: Cl[C:2]1[CH:3]=[C:4]([N+:12]([O-])=O)[C:5]2[O:9][C:8](=[O:10])[NH:7][C:6]=2[CH:11]=1. Product: [NH2:12][C:4]1[C:5]2[O:9][C:8](=[O:10])[NH:7][C:6]=2[CH:11]=[CH:2][CH:3]=1. The catalyst class is: 50. (4) Reactant: [F:1][C:2]1[CH:10]=[C:9]2[C:5]([C:6]([C:11]3[CH:12]=[C:13]4[C:17](=[CH:18][CH:19]=3)[N:16]([CH2:20][CH:21]3[CH2:26][CH2:25][N:24](C(OC(C)(C)C)=O)[CH2:23][CH2:22]3)[N:15]=[CH:14]4)=[CH:7][NH:8]2)=[CH:4][CH:3]=1. The catalyst class is: 89. Product: [F:1][C:2]1[CH:10]=[C:9]2[C:5]([C:6]([C:11]3[CH:12]=[C:13]4[C:17](=[CH:18][CH:19]=3)[N:16]([CH2:20][CH:21]3[CH2:26][CH2:25][NH:24][CH2:23][CH2:22]3)[N:15]=[CH:14]4)=[CH:7][NH:8]2)=[CH:4][CH:3]=1. (5) Reactant: [CH2:1]([C:8]1[C:13](=[O:14])[N:12]2[CH2:15][CH2:16][CH2:17][CH2:18][C:11]2=[N:10][C:9]=1[CH:19]([N:23]([CH2:33][CH2:34][CH2:35][N:36]1C(=O)C2C(=CC=CC=2)C1=O)[C:24](=[O:32])[C:25]1[CH:30]=[CH:29][C:28]([CH3:31])=[CH:27][CH:26]=1)[CH:20]([CH3:22])[CH3:21])[C:2]1[CH:7]=[CH:6][CH:5]=[CH:4][CH:3]=1.NN.C(O)(C(F)(F)F)=O. Product: [NH2:36][CH2:35][CH2:34][CH2:33][N:23]([CH:19]([C:9]1[N:10]=[C:11]2[CH2:18][CH2:17][CH2:16][CH2:15][N:12]2[C:13](=[O:14])[C:8]=1[CH2:1][C:2]1[CH:7]=[CH:6][CH:5]=[CH:4][CH:3]=1)[CH:20]([CH3:21])[CH3:22])[C:24](=[O:32])[C:25]1[CH:26]=[CH:27][C:28]([CH3:31])=[CH:29][CH:30]=1. The catalyst class is: 8. (6) Reactant: CC(S([NH:7][CH:8]([C:11]1[CH:16]=[CH:15][C:14]([S:17]([CH2:20][CH2:21][CH3:22])(=[O:19])=[O:18])=[CH:13][CH:12]=1)[CH:9]=[CH2:10])=O)(C)C.Cl.C(N(CC)CC)C.[Cl:31][C:32]1[CH:40]=[C:39]([Cl:41])[CH:38]=[CH:37][C:33]=1[C:34](Cl)=[O:35]. Product: [Cl:31][C:32]1[CH:40]=[C:39]([Cl:41])[CH:38]=[CH:37][C:33]=1[C:34]([NH:7][CH:8]([C:11]1[CH:12]=[CH:13][C:14]([S:17]([CH2:20][CH2:21][CH3:22])(=[O:18])=[O:19])=[CH:15][CH:16]=1)[CH:9]=[CH2:10])=[O:35]. The catalyst class is: 5. (7) Reactant: [O:1]=[C:2]1[NH:7][C:6]2[CH:8]=[C:9]([C:12]([OH:14])=O)[CH:10]=[CH:11][C:5]=2[S:4][CH2:3]1.[CH3:15][O:16][C:17]1[CH:26]=[C:25]2[C:20]([N:21]=[CH:22][C:23]([S:27][CH2:28][CH2:29][N:30]3[CH2:35][CH2:34][CH:33]([NH:36][CH3:37])[CH2:32][CH2:31]3)=[N:24]2)=[CH:19][CH:18]=1.C(N(CC)CC)C. Product: [CH3:15][O:16][C:17]1[CH:26]=[C:25]2[C:20]([N:21]=[CH:22][C:23]([S:27][CH2:28][CH2:29][N:30]3[CH2:31][CH2:32][CH:33]([N:36]([CH3:37])[C:12]([C:9]4[CH:10]=[CH:11][C:5]5[S:4][CH2:3][C:2](=[O:1])[NH:7][C:6]=5[CH:8]=4)=[O:14])[CH2:34][CH2:35]3)=[N:24]2)=[CH:19][CH:18]=1. The catalyst class is: 9.